Task: Predict the product of the given reaction.. Dataset: Forward reaction prediction with 1.9M reactions from USPTO patents (1976-2016) (1) Given the reactants [CH2:1]([N:4]1[C:13]2[C:8](=[CH:9][CH:10]=[C:11]([OH:14])[CH:12]=2)[CH2:7][CH2:6][CH2:5]1)[C:2]#[CH:3].C(N(CC)CC)C.[CH3:22][O:23][C:24]1[CH:29]=[CH:28][CH:27]=[CH:26][C:25]=1[N:30]=[C:31]=[O:32], predict the reaction product. The product is: [CH3:22][O:23][C:24]1[CH:29]=[CH:28][CH:27]=[CH:26][C:25]=1[NH:30][C:31](=[O:32])[O:14][C:11]1[CH:12]=[C:13]2[C:8]([CH2:7][CH2:6][CH2:5][N:4]2[CH2:1][C:2]#[CH:3])=[CH:9][CH:10]=1. (2) Given the reactants C(OC(=O)[NH:7][CH2:8][C:9]1[C:14]([F:15])=[CH:13][C:12]([C:16]2[CH:21]=[C:20]([Cl:22])[CH:19]=[C:18]([F:23])[C:17]=2[C:24]2[N:25]=[N:26][N:27]([CH3:29])[N:28]=2)=[CH:11][N:10]=1)(C)(C)C, predict the reaction product. The product is: [Cl:22][C:20]1[CH:19]=[C:18]([F:23])[C:17]([C:24]2[N:25]=[N:26][N:27]([CH3:29])[N:28]=2)=[C:16]([C:12]2[CH:13]=[C:14]([F:15])[C:9]([CH2:8][NH2:7])=[N:10][CH:11]=2)[CH:21]=1. (3) Given the reactants [F:1][C:2]1[CH:11]=[CH:10][C:9]2[N:8]=[CH:7][C:6](=[O:12])[N:5]3[CH2:13][CH:14]([CH2:15][N:16]4[CH2:21][CH2:20][CH:19]([NH:22][CH2:23][C:24]5[N:40]=[CH:39][C:27]6[O:28][CH2:29][CH2:30][N:31](C(OC(C)(C)C)=O)[C:26]=6[CH:25]=5)[CH2:18][CH2:17]4)[C:3]=1[C:4]=23.[ClH:41], predict the reaction product. The product is: [ClH:41].[ClH:41].[NH:31]1[CH2:30][CH2:29][O:28][C:27]2[CH:39]=[N:40][C:24]([CH2:23][NH:22][CH:19]3[CH2:18][CH2:17][N:16]([CH2:15][CH:14]4[C:3]5[C:4]6[N:5]([C:6](=[O:12])[CH:7]=[N:8][C:9]=6[CH:10]=[CH:11][C:2]=5[F:1])[CH2:13]4)[CH2:21][CH2:20]3)=[CH:25][C:26]1=2. (4) The product is: [CH3:30][N:16]([CH3:15])[CH2:17]/[CH:18]=[CH:19]\[C:20]1[C:25]([O:26][CH2:27][CH2:28][O:29][C:2]2[C:7]([N:8]3[CH2:13][CH2:12][NH:11][CH2:10][C@H:9]3[CH3:14])=[N:6][CH:5]=[CH:4][N:3]=2)=[CH:24][CH:23]=[CH:22][N:21]=1. Given the reactants Cl[C:2]1[C:7]([N:8]2[CH2:13][CH2:12][NH:11][CH2:10][C@H:9]2[CH3:14])=[N:6][CH:5]=[CH:4][N:3]=1.[CH3:15][N:16]([CH3:30])[CH2:17]/[CH:18]=[CH:19]\[C:20]1[C:25]([O:26][CH2:27][CH2:28][OH:29])=[CH:24][CH:23]=[CH:22][N:21]=1, predict the reaction product. (5) The product is: [Br:1][C:2]1[CH:14]=[CH:13][C:5]2[CH:6]=[C:7]([C:9]([OH:11])=[O:10])[S:8][C:4]=2[CH:3]=1. Given the reactants [Br:1][C:2]1[CH:14]=[CH:13][C:5]2[CH:6]=[C:7]([C:9]([O:11]C)=[O:10])[S:8][C:4]=2[CH:3]=1.[OH-].[K+], predict the reaction product. (6) Given the reactants [NH2:1][C:2]1[C:3]([C:22]#[N:23])=[C:4]([CH:19]=[CH:20][CH:21]=1)[O:5][CH2:6][C:7]([NH:10][C:11](=[O:18])[C:12]1[CH:17]=[CH:16][N:15]=[CH:14][CH:13]=1)([CH3:9])[CH3:8].[S:24](Cl)(=[O:27])(=[O:26])[NH2:25], predict the reaction product. The product is: [C:22]([C:3]1[C:2]([NH:1][S:24](=[O:27])(=[O:26])[NH2:25])=[CH:21][CH:20]=[CH:19][C:4]=1[O:5][CH2:6][C:7]([NH:10][C:11](=[O:18])[C:12]1[CH:13]=[CH:14][N:15]=[CH:16][CH:17]=1)([CH3:9])[CH3:8])#[N:23].